From a dataset of Peptide-MHC class I binding affinity with 185,985 pairs from IEDB/IMGT. Regression. Given a peptide amino acid sequence and an MHC pseudo amino acid sequence, predict their binding affinity value. This is MHC class I binding data. The peptide sequence is NPAACSYMV. The MHC is HLA-A30:01 with pseudo-sequence HLA-A30:01. The binding affinity (normalized) is 0.213.